Dataset: Catalyst prediction with 721,799 reactions and 888 catalyst types from USPTO. Task: Predict which catalyst facilitates the given reaction. (1) Reactant: Br[CH2:2][CH2:3][O:4][Si:5]([C:8]([CH3:11])([CH3:10])[CH3:9])([CH3:7])[CH3:6].[CH3:12][C:13]1[N:18]=[C:17]([NH:19][S:20]([C:23]2[CH:28]=[CH:27][C:26]([C:29]3[CH:34]=[CH:33][C:32]([C:35]#[N:36])=[CH:31][CH:30]=3)=[CH:25][CH:24]=2)(=[O:22])=[O:21])[CH:16]=[CH:15][CH:14]=1.C(=O)([O-])[O-].[K+].[K+]. Product: [C:8]([Si:5]([CH3:7])([CH3:6])[O:4][CH2:3][CH2:2][N:19]([C:17]1[CH:16]=[CH:15][CH:14]=[C:13]([CH3:12])[N:18]=1)[S:20]([C:23]1[CH:28]=[CH:27][C:26]([C:29]2[CH:34]=[CH:33][C:32]([C:35]#[N:36])=[CH:31][CH:30]=2)=[CH:25][CH:24]=1)(=[O:21])=[O:22])([CH3:11])([CH3:10])[CH3:9]. The catalyst class is: 9. (2) Reactant: [N:1]1([C:7]2[CH:12]=[CH:11][C:10]([N:13]3[CH:18]=[CH:17][C:16]4[O:19][CH:20]=[CH:21][C:15]=4[C:14]3=[O:22])=[CH:9][CH:8]=2)[CH2:6][CH2:5][NH:4][CH2:3][CH2:2]1.CC1C=CC(S(O[CH2:34][CH2:35][CH2:36][CH2:37][C:38]2[C:46]3[C:41](=[CH:42][CH:43]=[C:44]([C:47]#[N:48])[CH:45]=3)[NH:40][CH:39]=2)(=O)=O)=CC=1.C(=O)([O-])[O-].[K+].[K+].[I-].[K+]. Product: [O:22]=[C:14]1[C:15]2[CH:21]=[CH:20][O:19][C:16]=2[CH:17]=[CH:18][N:13]1[C:10]1[CH:11]=[CH:12][C:7]([N:1]2[CH2:6][CH2:5][N:4]([CH2:34][CH2:35][CH2:36][CH2:37][C:38]3[C:46]4[C:41](=[CH:42][CH:43]=[C:44]([C:47]#[N:48])[CH:45]=4)[NH:40][CH:39]=3)[CH2:3][CH2:2]2)=[CH:8][CH:9]=1. The catalyst class is: 10. (3) Reactant: [C:1](Cl)(Cl)=[O:2].[CH2:5]([O:11][C:12](=[O:24])[CH2:13][CH2:14][CH:15]([OH:23])[CH2:16][CH2:17][CH2:18][CH2:19][CH2:20][CH2:21][CH3:22])[CH2:6][CH:7]=[CH:8][CH2:9][CH3:10].N1C=CC=CC=1.[CH2:31]([NH:41][CH2:42][CH2:43][CH2:44][CH2:45][CH2:46][CH2:47][CH2:48][CH2:49][CH2:50][CH3:51])[CH2:32][CH2:33][CH2:34][CH2:35][CH2:36][CH2:37][CH2:38][CH2:39][CH3:40]. Product: [CH2:5]([O:11][C:12](=[O:24])[CH2:13][CH2:14][CH:15]([O:23][C:1](=[O:2])[N:41]([CH2:42][CH2:43][CH2:44][CH2:45][CH2:46][CH2:47][CH2:48][CH2:49][CH2:50][CH3:51])[CH2:31][CH2:32][CH2:33][CH2:34][CH2:35][CH2:36][CH2:37][CH2:38][CH2:39][CH3:40])[CH2:16][CH2:17][CH2:18][CH2:19][CH2:20][CH2:21][CH3:22])[CH2:6][CH:7]=[CH:8][CH2:9][CH3:10]. The catalyst class is: 93. (4) Reactant: [CH3:1][C:2]1[NH:6][N:5]=[C:4]([N+:7]([O-:9])=[O:8])[CH:3]=1.C(=O)([O-])[O-].[K+].[K+].I[CH2:17][CH2:18][OH:19]. Product: [CH3:1][C:2]1[N:6]([CH2:17][CH2:18][OH:19])[N:5]=[C:4]([N+:7]([O-:9])=[O:8])[CH:3]=1. The catalyst class is: 115. (5) Reactant: [CH3:1][N:2]([CH2:13][C:14]1[NH:18][C:17]2[CH:19]=[CH:20][CH:21]=[C:22](C(O)=O)[C:16]=2[N:15]=1)[CH:3]1[C:12]2[N:11]=[CH:10][CH:9]=[CH:8][C:7]=2[CH2:6][CH2:5][CH2:4]1.[O:39]=[C:35]1[N:34](P(Cl)([N:34]2[CH2:38][CH2:37]O[C:35]2=[O:39])=O)[CH2:38][CH2:37]O1.C([N:44]([CH2:48][CH3:49])C(C)C)(C)C.[C:50](#N)C. Product: [NH2:44][CH2:48][CH2:49][CH2:50][CH2:37][CH2:38][NH:34][C:35]([C:22]1[C:16]2[N:15]=[C:14]([CH2:13][N:2]([CH3:1])[CH:3]3[C:12]4[N:11]=[CH:10][CH:9]=[CH:8][C:7]=4[CH2:6][CH2:5][CH2:4]3)[NH:18][C:17]=2[CH:19]=[CH:20][CH:21]=1)=[O:39]. The catalyst class is: 84. (6) Reactant: [F:1][C:2]1[CH:19]=[CH:18][C:5]([CH2:6][CH:7]2[CH2:12][CH2:11][N:10]([C:13](=[O:17])[C:14]([OH:16])=O)[CH2:9][CH2:8]2)=[CH:4][CH:3]=1.[CH3:20][C:21]1[CH:27]=[CH:26][C:24]([NH2:25])=[CH:23][CH:22]=1. Product: [F:1][C:2]1[CH:3]=[CH:4][C:5]([CH2:6][CH:7]2[CH2:8][CH2:9][N:10]([C:13](=[O:17])[C:14]([NH:25][C:24]3[CH:26]=[CH:27][C:21]([CH3:20])=[CH:22][CH:23]=3)=[O:16])[CH2:11][CH2:12]2)=[CH:18][CH:19]=1. The catalyst class is: 27.